From a dataset of Full USPTO retrosynthesis dataset with 1.9M reactions from patents (1976-2016). Predict the reactants needed to synthesize the given product. (1) The reactants are: Cl[C:2]1[N:7]=[CH:6][C:5]([C:8]2[CH:9]=[N:10][C:11](Cl)=[CH:12][CH:13]=2)=[CH:4][CH:3]=1.[NH2:15][CH2:16][CH2:17][SH:18]. Given the product [NH2:15][CH2:16][CH2:17][S:18][C:2]1[N:7]=[CH:6][C:5]([C:8]2[CH:9]=[N:10][C:11]([S:18][CH2:17][CH2:16][NH2:15])=[CH:12][CH:13]=2)=[CH:4][CH:3]=1, predict the reactants needed to synthesize it. (2) Given the product [O:4]1[C:8]2=[C:9]([N:13]3[CH2:18][CH2:17][N:16]([CH2:19][CH2:20][C@H:21]4[CH2:26][CH2:25][C@H:24]([NH:27][C:28](=[O:32])[CH2:29][CH2:30][CH3:31])[CH2:23][CH2:22]4)[CH2:15][CH2:14]3)[N:10]=[CH:11][CH:12]=[C:7]2[CH2:6][CH2:5]1, predict the reactants needed to synthesize it. The reactants are: Cl.Cl.Cl.[O:4]1[C:8]2=[C:9]([N:13]3[CH2:18][CH2:17][N:16]([CH2:19][CH2:20][C@H:21]4[CH2:26][CH2:25][C@H:24]([NH2:27])[CH2:23][CH2:22]4)[CH2:15][CH2:14]3)[N:10]=[CH:11][CH:12]=[C:7]2[CH2:6][CH2:5]1.[C:28](O)(=[O:32])[CH2:29][CH2:30][CH3:31]. (3) The reactants are: [OH:1][C:2]1[CH:11]=[C:10]([OH:12])[C:9]([CH:13]([CH3:15])[CH3:14])=[CH:8][C:3]=1[C:4]([O:6][CH3:7])=[O:5].C(=O)([O-])[O-].[K+].[K+].[CH2:22](Br)[C:23]1[CH:28]=[CH:27][CH:26]=[CH:25][CH:24]=1. Given the product [CH2:22]([O:12][C:10]1[C:9]([CH:13]([CH3:15])[CH3:14])=[CH:8][C:3]([C:4]([O:6][CH3:7])=[O:5])=[C:2]([OH:1])[CH:11]=1)[C:23]1[CH:28]=[CH:27][CH:26]=[CH:25][CH:24]=1, predict the reactants needed to synthesize it. (4) Given the product [CH:1]1([CH2:4][CH2:5][N:6]2[C:11]([OH:12])=[C:10]([C:34]([NH:33][CH2:36][C:37]([OH:39])=[O:38])=[O:35])[C:9](=[O:13])[N:8]([C:14]3[CH:19]=[CH:18][CH:17]=[C:16]([N+:20]([O-:22])=[O:21])[CH:15]=3)[C:7]2=[O:23])[CH2:3][CH2:2]1, predict the reactants needed to synthesize it. The reactants are: [CH:1]1([CH2:4][CH2:5][N:6]2[C:11](=[O:12])[CH2:10][C:9](=[O:13])[N:8]([C:14]3[CH:19]=[CH:18][CH:17]=[C:16]([N+:20]([O-:22])=[O:21])[CH:15]=3)[C:7]2=[O:23])[CH2:3][CH2:2]1.C(N(C(C)C)CC)(C)C.[N:33]([CH2:36][C:37]([O:39]CC)=[O:38])=[C:34]=[O:35]. (5) Given the product [CH2:1]([O:3][C:4]1[CH:5]=[C:6]([F:30])[C:7]([CH2:8][N:9]2[C:17]3[C:12](=[CH:13][CH:14]=[CH:15][CH:16]=3)[C:11]([C:18]3[N:23]=[C:22]([NH:24][C:33]4[CH:38]=[CH:37][N:36]=[N:35][CH:34]=4)[C:21]([O:25][CH3:26])=[CH:20][N:19]=3)=[N:10]2)=[C:27]([F:29])[CH:28]=1)[CH3:2], predict the reactants needed to synthesize it. The reactants are: [CH2:1]([O:3][C:4]1[CH:28]=[C:27]([F:29])[C:7]([CH2:8][N:9]2[C:17]3[C:12](=[CH:13][CH:14]=[CH:15][CH:16]=3)[C:11]([C:18]3[N:23]=[C:22]([NH2:24])[C:21]([O:25][CH3:26])=[CH:20][N:19]=3)=[N:10]2)=[C:6]([F:30])[CH:5]=1)[CH3:2].Br.Br[C:33]1[CH:38]=[CH:37][N:36]=[N:35][CH:34]=1.C(=O)([O-])[O-].[Cs+].[Cs+].C1(P(C2C=CC=CC=2)C2C3OC4C(=CC=CC=4P(C4C=CC=CC=4)C4C=CC=CC=4)C(C)(C)C=3C=CC=2)C=CC=CC=1. (6) Given the product [C:1]([CH:3]1[CH2:5][CH:4]1[CH:6]([C:13]1[CH:18]=[CH:17][CH:16]=[C:15]([CH2:19][O:20][CH2:21][O:22][CH3:23])[CH:14]=1)[CH2:7][C:8]([O:10][CH2:11][CH3:12])=[O:9])#[N:2], predict the reactants needed to synthesize it. The reactants are: [C:1]([CH:3]1[CH2:5][CH:4]1[C:6]([C:13]1[CH:18]=[CH:17][CH:16]=[C:15]([CH2:19][O:20][CH2:21][O:22][CH3:23])[CH:14]=1)=[CH:7][C:8]([O:10][CH2:11][CH3:12])=[O:9])#[N:2]. (7) Given the product [C:1]([O:5][C:6]([N:8]1[CH2:12][CH2:11][CH2:10][C@@H:9]1[CH2:13][O:14][C:15]1[CH:20]=[CH:19][C:18]([O:21][C:23]2[S:24][C:25]3[CH:31]=[C:30]([Cl:32])[CH:29]=[CH:28][C:26]=3[N:27]=2)=[CH:17][CH:16]=1)=[O:7])([CH3:4])([CH3:2])[CH3:3], predict the reactants needed to synthesize it. The reactants are: [C:1]([O:5][C:6]([N:8]1[CH2:12][CH2:11][CH2:10][C@@H:9]1[CH2:13][O:14][C:15]1[CH:20]=[CH:19][C:18]([OH:21])=[CH:17][CH:16]=1)=[O:7])([CH3:4])([CH3:3])[CH3:2].Cl[C:23]1[S:24][C:25]2[CH:31]=[C:30]([Cl:32])[CH:29]=[CH:28][C:26]=2[N:27]=1. (8) Given the product [F:19][CH:7]([F:6])[O:8][C:9]1[CH:10]=[C:11]2[C:15](=[CH:16][CH:17]=1)[N:14]([CH3:18])[CH:13]=[C:12]2[CH:25]=[O:26], predict the reactants needed to synthesize it. The reactants are: P(Cl)(Cl)(Cl)=O.[F:6][CH:7]([F:19])[O:8][C:9]1[CH:10]=[C:11]2[C:15](=[CH:16][CH:17]=1)[N:14]([CH3:18])[CH:13]=[CH:12]2.[OH-].[Na+].CN([CH:25]=[O:26])C.